From a dataset of Reaction yield outcomes from USPTO patents with 853,638 reactions. Predict the reaction yield, written as a fraction of the theoretical maximum amount of product (1.0 means a 100% yield; for example, 0.34 means a 34% yield). (1) The catalyst is CO. The reactants are [CH3:1][C:2]1[CH:7]=[C:6]([CH3:8])[NH:5][C:4](=[O:9])[C:3]=1[CH2:10][NH:11][C:12](=[O:36])[C:13]1[CH:18]=[C:17]([C:19]2[CH:20]=[N:21][C:22]([CH:25]=O)=[CH:23][CH:24]=2)[CH:16]=[C:15]([N:27]([CH3:34])[CH:28]2[CH2:33][CH2:32][O:31][CH2:30][CH2:29]2)[C:14]=1[CH3:35].[CH3:37][NH:38][CH3:39].C(O)(=O)C.C([BH3-])#N.[Na+]. The yield is 0.260. The product is [CH3:1][C:2]1[CH:7]=[C:6]([CH3:8])[NH:5][C:4](=[O:9])[C:3]=1[CH2:10][NH:11][C:12](=[O:36])[C:13]1[CH:18]=[C:17]([C:19]2[CH:20]=[N:21][C:22]([CH2:25][N:38]([CH3:39])[CH3:37])=[CH:23][CH:24]=2)[CH:16]=[C:15]([N:27]([CH3:34])[CH:28]2[CH2:29][CH2:30][O:31][CH2:32][CH2:33]2)[C:14]=1[CH3:35]. (2) The product is [Cl:5][C:6]1[C:14]2[N:13]=[C:12]3[N:15]([C:19]4[C:20]([CH3:28])=[N:21][C:22]([O:26][CH3:27])=[N:23][C:24]=4[CH3:25])[CH2:16][CH2:17][CH2:18][N:11]3[C:10]=2[C:9]([CH:29]([OH:30])[CH2:1][CH3:2])=[CH:8][CH:7]=1. The yield is 0.810. The reactants are [CH2:1]([Mg]Br)[CH3:2].[Cl:5][C:6]1[CH:7]=[CH:8][C:9]([CH:29]=[O:30])=[C:10]2[C:14]=1[N:13]=[C:12]1[N:15]([C:19]3[C:20]([CH3:28])=[N:21][C:22]([O:26][CH3:27])=[N:23][C:24]=3[CH3:25])[CH2:16][CH2:17][CH2:18][N:11]21. The catalyst is O1CCCC1. (3) The product is [F:42][C:36]1[CH:37]=[C:38]([F:41])[CH:39]=[CH:40][C:35]=1[O:34][C:24]1[C:23]([C:11]2[C:7]3[C:8](=[C:3]([O:2][CH3:1])[N:4]=[CH:5][CH:6]=3)[N:9]([CH3:21])[CH:10]=2)=[CH:28][C:27]([CH2:29][S:30]([CH3:33])(=[O:32])=[O:31])=[CH:26][N:25]=1. The yield is 1.00. The reactants are [CH3:1][O:2][C:3]1[N:4]=[CH:5][CH:6]=[C:7]2[C:11](B3OC(C)(C)C(C)(C)O3)=[CH:10][N:9]([CH3:21])[C:8]=12.Br[C:23]1[C:24]([O:34][C:35]2[CH:40]=[CH:39][C:38]([F:41])=[CH:37][C:36]=2[F:42])=[N:25][CH:26]=[C:27]([CH2:29][S:30]([CH3:33])(=[O:32])=[O:31])[CH:28]=1.P([O-])([O-])([O-])=O.[K+].[K+].[K+]. The catalyst is C1C=CC(/C=C/C(/C=C/C2C=CC=CC=2)=O)=CC=1.C1C=CC(/C=C/C(/C=C/C2C=CC=CC=2)=O)=CC=1.C1C=CC(/C=C/C(/C=C/C2C=CC=CC=2)=O)=CC=1.[Pd].[Pd]. (4) The reactants are [CH:1]([C:3]1[CH:17]=[CH:16][C:6]([O:7][CH2:8][C:9]([O:11][C:12]([CH3:15])([CH3:14])[CH3:13])=[O:10])=[CH:5][CH:4]=1)=O.[F:18][C:19]1[CH:25]=[CH:24][C:22]([NH2:23])=[CH:21][CH:20]=1. The catalyst is C1(C)C=CC=CC=1. The product is [F:18][C:19]1[CH:25]=[CH:24][C:22]([N:23]=[CH:1][C:3]2[CH:17]=[CH:16][C:6]([O:7][CH2:8][C:9]([O:11][C:12]([CH3:15])([CH3:14])[CH3:13])=[O:10])=[CH:5][CH:4]=2)=[CH:21][CH:20]=1. The yield is 1.00. (5) The reactants are [N:1]1[CH:6]=[CH:5][CH:4]=[CH:3][C:2]=1[C:7]1[CH:12]=[CH:11][C:10]([S:13]([N:16]2[CH2:19][CH:18]([C:20](OC)=[O:21])[CH2:17]2)(=[O:15])=[O:14])=[CH:9][CH:8]=1.[BH4-].[Na+].O.[OH-].[Na+]. The catalyst is CO. The product is [N:1]1[CH:6]=[CH:5][CH:4]=[CH:3][C:2]=1[C:7]1[CH:8]=[CH:9][C:10]([S:13]([N:16]2[CH2:19][CH:18]([CH2:20][OH:21])[CH2:17]2)(=[O:14])=[O:15])=[CH:11][CH:12]=1. The yield is 0.720. (6) The reactants are [Br:1][C:2]1[CH:3]=[CH:4][C:5]([NH:8][C:9]([C:11]2[C:16]([NH:17][C:18]([C:20]3[CH:25]=[CH:24][C:23]([C:26]#[N:27])=[CH:22][CH:21]=3)=[O:19])=[C:15]([O:28][CH3:29])[C:14]([O:30][CH3:31])=[C:13]([O:32][CH3:33])[CH:12]=2)=[O:10])=[N:6][CH:7]=1.Cl.[CH3:35][NH:36][CH2:37][CH2:38]N. The catalyst is CO.C(OCC)(=O)C. The product is [Br:1][C:2]1[CH:3]=[CH:4][C:5]([NH:8][C:9]([C:11]2[C:16]([NH:17][C:18]([C:20]3[CH:25]=[CH:24][C:23]([C:26]4[N:36]([CH3:35])[CH2:37][CH2:38][N:27]=4)=[CH:22][CH:21]=3)=[O:19])=[C:15]([O:28][CH3:29])[C:14]([O:30][CH3:31])=[C:13]([O:32][CH3:33])[CH:12]=2)=[O:10])=[N:6][CH:7]=1. The yield is 0.320. (7) The catalyst is [Cu]I.CS(C)=O. The reactants are [Br:1][C:2]1[CH:7]=[CH:6][C:5]([C:8]2[N:12]=[CH:11][NH:10][N:9]=2)=[CH:4][CH:3]=1.C(=O)([O-])[O-].[Cs+].[Cs+].I[C:20]1[CH:25]=[CH:24][C:23]([O:26][C:27]([F:30])([F:29])[F:28])=[CH:22][CH:21]=1. The yield is 0.520. The product is [Br:1][C:2]1[CH:3]=[CH:4][C:5]([C:8]2[N:12]=[CH:11][N:10]([C:20]3[CH:21]=[CH:22][C:23]([O:26][C:27]([F:28])([F:29])[F:30])=[CH:24][CH:25]=3)[N:9]=2)=[CH:6][CH:7]=1.